Dataset: Forward reaction prediction with 1.9M reactions from USPTO patents (1976-2016). Task: Predict the product of the given reaction. (1) Given the reactants [Br:1][C:2]1[CH:3]=[C:4]2[C:8](=[CH:9][CH:10]=1)[C:7](=[O:11])[O:6][CH2:5]2.[Br:12]N1C(=O)CCC1=O.C(OOC(=O)C1C=CC=CC=1)(=O)C1C=CC=CC=1, predict the reaction product. The product is: [Br:12][CH:5]1[C:4]2[C:8](=[CH:9][CH:10]=[C:2]([Br:1])[CH:3]=2)[C:7](=[O:11])[O:6]1. (2) Given the reactants [Cl:1][C:2]1[CH:18]=[CH:17][C:5]2[CH2:6][CH2:7][N:8]([C:11](=[O:16])[C:12]([F:15])([F:14])[F:13])[CH2:9][CH2:10][C:4]=2[C:3]=1OS(C(F)(F)F)(=O)=O.[NH2:27][CH2:28][C:29]1[CH:44]=[CH:43][C:32]([C:33]([NH:35][CH:36]2[CH2:42][CH2:41][CH2:40][CH2:39][CH2:38][CH2:37]2)=[O:34])=[C:31]([F:45])[CH:30]=1, predict the reaction product. The product is: [Cl:1][C:2]1[CH:18]=[CH:17][C:5]2[CH2:6][CH2:7][N:8]([C:11](=[O:16])[C:12]([F:14])([F:13])[F:15])[CH2:9][CH2:10][C:4]=2[C:3]=1[NH:27][CH2:28][C:29]1[CH:44]=[CH:43][C:32]([C:33](=[O:34])[NH:35][CH:36]2[CH2:42][CH2:41][CH2:40][CH2:39][CH2:38][CH2:37]2)=[C:31]([F:45])[CH:30]=1. (3) Given the reactants [CH2:1]([C:3]1[C:4]([O:23][CH3:24])=[CH:5][C:6]([O:21][CH3:22])=[C:7]([NH:9][C:10]2[C:11]([NH2:20])=[CH:12][C:13]([C:16]([F:19])([F:18])[F:17])=[CH:14][CH:15]=2)[CH:8]=1)[CH3:2].C(N(CC)CC)C.Cl[C:33](Cl)([O:35]C(=O)OC(Cl)(Cl)Cl)Cl.C(=O)([O-])O, predict the reaction product. The product is: [CH2:1]([C:3]1[C:4]([O:23][CH3:24])=[CH:5][C:6]([O:21][CH3:22])=[C:7]([N:9]2[C:10]3[CH:15]=[CH:14][C:13]([C:16]([F:17])([F:18])[F:19])=[CH:12][C:11]=3[NH:20][C:33]2=[O:35])[CH:8]=1)[CH3:2]. (4) Given the reactants Br[C:2]1[C:10]([Cl:11])=[CH:9][C:5]2=[N:6][O:7][N:8]=[C:4]2[CH:3]=1.B([O-])[O-].C(=O)([O-])[O-].[K+].[K+], predict the reaction product. The product is: [Cl:11][C:10]1[C:2]([C:2]2[CH:10]=[CH:9][C:5]([NH2:6])=[CH:4][CH:3]=2)=[CH:3][C:4]2[C:5]([CH:9]=1)=[N:6][O:7][N:8]=2. (5) Given the reactants [Br:1][C:2]1[CH:3]=[CH:4][C:5]2[N:6]([CH:16]3[CH2:21][CH2:20][NH:19][CH2:18][CH2:17]3)[C:7]3[C:12]([S:13][C:14]=2[CH:15]=1)=[CH:11][CH:10]=[CH:9][CH:8]=3.[CH:22]1[CH:27]=[C:26]([CH:28]=O)[N:25]=[CH:24][CH:23]=1.C(O)(=O)C.C(O[BH-](OC(=O)C)OC(=O)C)(=O)C.[Na+], predict the reaction product. The product is: [Br:1][C:2]1[CH:3]=[CH:4][C:5]2[N:6]([CH:16]3[CH2:21][CH2:20][N:19]([CH2:28][C:26]4[CH:27]=[CH:22][CH:23]=[CH:24][N:25]=4)[CH2:18][CH2:17]3)[C:7]3[C:12]([S:13][C:14]=2[CH:15]=1)=[CH:11][CH:10]=[CH:9][CH:8]=3. (6) Given the reactants [Cl:1][C:2]1[CH:3]=[CH:4][C:5]2[N:11]3[CH:12]=[CH:13][CH:14]=[C:10]3[CH:9]([CH2:15][C:16]([N:18]3[CH2:23][CH2:22][CH:21]([CH2:24][C:25]([O:27][CH2:28][CH3:29])=[O:26])[CH2:20][CH2:19]3)=[O:17])[O:8][CH:7]([C:30]3[C:35]([O:36][CH3:37])=[C:34]([O:38][CH3:39])[CH:33]=[CH:32][N:31]=3)[C:6]=2[CH:40]=1, predict the reaction product. The product is: [Cl:1][C:2]1[CH:3]=[CH:4][C:5]2[N:11]3[CH:12]=[CH:13][CH:14]=[C:10]3[C@@H:9]([CH2:15][C:16]([N:18]3[CH2:23][CH2:22][CH:21]([CH2:24][C:25]([O:27][CH2:28][CH3:29])=[O:26])[CH2:20][CH2:19]3)=[O:17])[O:8][C@@H:7]([C:30]3[C:35]([O:36][CH3:37])=[C:34]([O:38][CH3:39])[CH:33]=[CH:32][N:31]=3)[C:6]=2[CH:40]=1.[Cl:1][C:2]1[CH:3]=[CH:4][C:5]2[N:11]3[CH:12]=[CH:13][CH:14]=[C:10]3[C@H:9]([CH2:15][C:16]([N:18]3[CH2:23][CH2:22][CH:21]([CH2:24][C:25]([O:27][CH2:28][CH3:29])=[O:26])[CH2:20][CH2:19]3)=[O:17])[O:8][C@H:7]([C:30]3[C:35]([O:36][CH3:37])=[C:34]([O:38][CH3:39])[CH:33]=[CH:32][N:31]=3)[C:6]=2[CH:40]=1. (7) Given the reactants Cl.[CH2:2]([O:4][C:5](=[O:14])[CH2:6][C@H:7]1[CH2:12][CH2:11][C@H:10]([NH2:13])[CH2:9][CH2:8]1)[CH3:3].CCN(CC)CC.[C:22](Cl)([CH3:24])=[O:23], predict the reaction product. The product is: [CH2:2]([O:4][C:5](=[O:14])[CH2:6][C@H:7]1[CH2:8][CH2:9][C@H:10]([NH:13][C:22](=[O:23])[CH3:24])[CH2:11][CH2:12]1)[CH3:3].